Task: Regression. Given a peptide amino acid sequence and an MHC pseudo amino acid sequence, predict their binding affinity value. This is MHC class II binding data.. Dataset: Peptide-MHC class II binding affinity with 134,281 pairs from IEDB (1) The peptide sequence is AVFEAALTKAITAMS. The MHC is DRB1_1201 with pseudo-sequence DRB1_1201. The binding affinity (normalized) is 0.261. (2) The binding affinity (normalized) is 0.356. The peptide sequence is RRMWASAQNISGAGW. The MHC is DRB1_0802 with pseudo-sequence DRB1_0802. (3) The peptide sequence is FGTMPSLTLACLTKQ. The MHC is DRB5_0101 with pseudo-sequence DRB5_0101. The binding affinity (normalized) is 0.695. (4) The peptide sequence is QTYYLSMEYLQGRAL. The MHC is DRB3_0202 with pseudo-sequence DRB3_0202. The binding affinity (normalized) is 0.203. (5) The peptide sequence is IPTLAAQFPFNASDS. The MHC is DRB1_0802 with pseudo-sequence DRB1_0802. The binding affinity (normalized) is 0.487. (6) The peptide sequence is YAHAAHAAHAAHAAHAA. The MHC is H-2-IEd with pseudo-sequence H-2-IEd. The binding affinity (normalized) is 0.131. (7) The peptide sequence is GELQIVDKIDALFKI. The MHC is DRB1_0701 with pseudo-sequence DRB1_0701. The binding affinity (normalized) is 0.606.